This data is from Forward reaction prediction with 1.9M reactions from USPTO patents (1976-2016). The task is: Predict the product of the given reaction. Given the reactants [CH3:1][O:2][C:3]1[CH:23]=[C:22]([O:24][CH3:25])[C:6]2[CH:7]3[N:12]([CH:13]([CH3:15])[CH2:14][C:5]=2[CH:4]=1)[CH:11]=[C:10]([C:16]([O:18][CH2:19][CH3:20])=[O:17])[C:9](=[O:21])[CH2:8]3.C1(Cl)C(=O)C(Cl)=C(Cl)C(=O)C=1Cl, predict the reaction product. The product is: [CH3:1][O:2][C:3]1[CH:23]=[C:22]([O:24][CH3:25])[C:6]2[C:7]3[N:12]([CH:13]([CH3:15])[CH2:14][C:5]=2[CH:4]=1)[CH:11]=[C:10]([C:16]([O:18][CH2:19][CH3:20])=[O:17])[C:9](=[O:21])[CH:8]=3.